This data is from Catalyst prediction with 721,799 reactions and 888 catalyst types from USPTO. The task is: Predict which catalyst facilitates the given reaction. (1) Reactant: [CH2:1]([O:3][C:4](=[O:16])/[CH:5]=[CH:6]/[C:7]1[CH:12]=[CH:11][CH:10]=[CH:9][C:8]=1[N+:13]([O-:15])=[O:14])[CH3:2].[SH3+].[Br-].[CH2:19]([S+]1CCCC1)[C:20]1[CH:25]=[CH:24][CH:23]=[CH:22][CH:21]=1.[Li+].C[Si]([N-][Si](C)(C)C)(C)C. Product: [CH2:1]([O:3][C:4]([C@@H:5]1[C@H:19]([C:20]2[CH:25]=[CH:24][CH:23]=[CH:22][CH:21]=2)[C@H:6]1[C:7]1[CH:12]=[CH:11][CH:10]=[CH:9][C:8]=1[N+:13]([O-:15])=[O:14])=[O:16])[CH3:2]. The catalyst class is: 168. (2) Reactant: [CH:1](=[N:8]/[C:9]1[CH:17]=[C:16]([F:18])[CH:15]=[C:14]2[C:10]=1[CH2:11][O:12][C:13]2=[O:19])\[C:2]1[CH:7]=[CH:6][CH:5]=[CH:4][CH:3]=1.[CH3:20][N:21]1[CH:25]=[CH:24][N:23]=[C:22]1[CH:26]=O.[O-:28][CH2:29][CH3:30].[Na+].C(O)C. Product: [F:18][C:16]1[CH:15]=[C:14]([C:13]([O:12][CH2:11][CH3:10])=[O:19])[C:30]2[C:29](=[O:28])[CH:26]([C:22]3[N:21]([CH3:20])[CH:25]=[CH:24][N:23]=3)[CH:1]([C:2]3[CH:3]=[CH:4][CH:5]=[CH:6][CH:7]=3)[NH:8][C:9]=2[CH:17]=1. The catalyst class is: 567. (3) The catalyst class is: 5. Product: [F:36][CH:2]([F:1])[C@@H:3]([C:5]1[CH:6]=[CH:7][C:8]([C:11]2[C:20]3[C:15](=[CH:16][C:17]([C:21]4[CH:26]=[CH:25][C:24]([C:27]([F:28])([F:29])[F:30])=[CH:23][CH:22]=4)=[CH:18][CH:19]=3)[CH:14]=[C:13]([C:31]([OH:33])=[O:32])[CH:12]=2)=[CH:9][CH:10]=1)[OH:4]. Reactant: [F:1][CH:2]([F:36])[C@@H:3]([C:5]1[CH:10]=[CH:9][C:8]([C:11]2[C:20]3[C:15](=[CH:16][C:17]([C:21]4[CH:26]=[CH:25][C:24]([C:27]([F:30])([F:29])[F:28])=[CH:23][CH:22]=4)=[CH:18][CH:19]=3)[CH:14]=[C:13]([C:31]([O:33]CC)=[O:32])[CH:12]=2)=[CH:7][CH:6]=1)[OH:4].[Li+].[OH-].C1COCC1. (4) Reactant: CO.[F:3][C:4]1([F:24])[CH2:8][CH2:7][C@@H:6]([C@@:9]([OH:23])([C:17]2[CH:22]=[CH:21][CH:20]=[CH:19][CH:18]=2)[C:10]([O:12][CH2:13][CH2:14][CH2:15][NH2:16])=[O:11])[CH2:5]1.[CH:25](=O)[C:26]1[CH:31]=[CH:30][CH:29]=[CH:28][CH:27]=1.[BH4-].[Na+]. Product: [F:3][C:4]1([F:24])[CH2:8][CH2:7][C@@H:6]([C@@:9]([OH:23])([C:17]2[CH:22]=[CH:21][CH:20]=[CH:19][CH:18]=2)[C:10]([O:12][CH2:13][CH2:14][CH2:15][NH:16][CH2:25][C:26]2[CH:31]=[CH:30][CH:29]=[CH:28][CH:27]=2)=[O:11])[CH2:5]1. The catalyst class is: 13. (5) Reactant: [F:1][C:2]1[CH:7]=[CH:6][CH:5]=[CH:4][C:3]=1[CH:8]=[CH:9][C:10]([NH:12][C@@H:13]([C:24]([O:26]C)=[O:25])[CH2:14][C:15]1[C:23]2[C:18](=[CH:19][CH:20]=[CH:21][CH:22]=2)[NH:17][CH:16]=1)=[O:11].[OH-].[Na+]. Product: [F:1][C:2]1[CH:7]=[CH:6][CH:5]=[CH:4][C:3]=1[CH:8]=[CH:9][C:10]([NH:12][C@@H:13]([C:24]([OH:26])=[O:25])[CH2:14][C:15]1[C:23]2[C:18](=[CH:19][CH:20]=[CH:21][CH:22]=2)[NH:17][CH:16]=1)=[O:11]. The catalyst class is: 5.